Dataset: Forward reaction prediction with 1.9M reactions from USPTO patents (1976-2016). Task: Predict the product of the given reaction. (1) The product is: [N:5]1([CH:10]2[CH2:14][CH2:13][N:12]([C:15]3[CH:16]=[CH:17][C:18]([C@@H:21]4[NH:22][CH2:23][CH2:24][N:25]([C:35]5[N:40]([CH3:41])[C:39](=[O:42])[CH:38]=[C:37]([C:43]6[CH:44]=[CH:45][N:46]=[CH:47][CH:48]=6)[N:36]=5)[CH2:26]4)=[CH:19][CH:20]=3)[CH2:11]2)[CH2:6][CH2:7][CH2:8][CH2:9]1. Given the reactants Cl.Cl.Cl.Cl.[N:5]1([C@H:10]2[CH2:14][CH2:13][N:12]([C:15]3[CH:20]=[CH:19][C:18]([C@H:21]4[CH2:26][NH:25][CH2:24][CH2:23][NH:22]4)=[CH:17][CH:16]=3)[CH2:11]2)[CH2:9][CH2:8][CH2:7][CH2:6]1.C(N(CC)CC)C.Cl[C:35]1[N:40]([CH3:41])[C:39](=[O:42])[CH:38]=[C:37]([C:43]2[CH:48]=[CH:47][N:46]=[CH:45][CH:44]=2)[N:36]=1, predict the reaction product. (2) Given the reactants [CH3:1][C:2]1[CH:12]=[CH:11][C:5]2[NH:6][C:7](=[O:10])[CH2:8][O:9][C:4]=2[C:3]=1[CH2:13][CH:14]=O.[CH3:16][C:17]1[CH:26]=[CH:25][C:24]2[C:19](=[CH:20][CH:21]=[CH:22][C:23]=2[CH:27]2[CH2:32][CH2:31][NH:30][CH2:29][CH2:28]2)[N:18]=1, predict the reaction product. The product is: [CH3:1][C:2]1[CH:12]=[CH:11][C:5]2[NH:6][C:7](=[O:10])[CH2:8][O:9][C:4]=2[C:3]=1[CH2:13][CH2:14][N:30]1[CH2:31][CH2:32][CH:27]([C:23]2[CH:22]=[CH:21][CH:20]=[C:19]3[C:24]=2[CH:25]=[CH:26][C:17]([CH3:16])=[N:18]3)[CH2:28][CH2:29]1. (3) Given the reactants [C:1]([C:3]1[CH:34]=[CH:33][C:6]([NH:7][C:8](=[O:32])[C@@H:9]([C@H:11]2[O:16][CH2:15][CH2:14][N:13]([C:17]3[CH:22]=[CH:21][C:20]([NH:23]C(=O)OC(C)(C)C)=[CH:19][CH:18]=3)[C:12]2=[O:31])[OH:10])=[CH:5][CH:4]=1)#[N:2].FC(F)(F)C(O)=O.C1(OC)C=CC=CC=1, predict the reaction product. The product is: [NH2:23][C:20]1[CH:21]=[CH:22][C:17]([N:13]2[CH2:14][CH2:15][O:16][C@H:11]([C@@H:9]([OH:10])[C:8]([NH:7][C:6]3[CH:33]=[CH:34][C:3]([C:1]#[N:2])=[CH:4][CH:5]=3)=[O:32])[C:12]2=[O:31])=[CH:18][CH:19]=1.